This data is from Full USPTO retrosynthesis dataset with 1.9M reactions from patents (1976-2016). The task is: Predict the reactants needed to synthesize the given product. (1) The reactants are: [CH:1]1([CH2:6][CH:7]([C:16]2[CH:21]=[CH:20][C:19]([S:22][CH3:23])=[CH:18][CH:17]=2)[C:8]([NH:10][C:11]2[S:12][CH:13]=[CH:14][N:15]=2)=[O:9])[CH2:5][CH2:4][CH2:3][CH2:2]1.ClC1C=C(C=CC=1)C(OO)=[O:29]. Given the product [CH:1]1([CH2:6][CH:7]([C:16]2[CH:17]=[CH:18][C:19]([S:22]([CH3:23])=[O:29])=[CH:20][CH:21]=2)[C:8]([NH:10][C:11]2[S:12][CH:13]=[CH:14][N:15]=2)=[O:9])[CH2:5][CH2:4][CH2:3][CH2:2]1, predict the reactants needed to synthesize it. (2) Given the product [ClH:1].[NH:2]1[C:6]2[CH:7]=[CH:8][CH:9]=[CH:10][C:5]=2[N:4]=[C:3]1[C@H:11]([NH:21][C:33]([NH:32][CH2:31][C:26]1[CH:27]=[CH:28][CH:29]=[CH:30][C:25]=1[O:24][CH2:22][CH3:23])=[O:34])[CH2:12][C:13]1[CH:18]=[CH:17][C:16]([O:19][CH3:20])=[CH:15][CH:14]=1, predict the reactants needed to synthesize it. The reactants are: [ClH:1].[NH:2]1[C:6]2[CH:7]=[CH:8][CH:9]=[CH:10][C:5]=2[N:4]=[C:3]1[C@H:11]([NH2:21])[CH2:12][C:13]1[CH:18]=[CH:17][C:16]([O:19][CH3:20])=[CH:15][CH:14]=1.[CH2:22]([O:24][C:25]1[CH:30]=[CH:29][CH:28]=[CH:27][C:26]=1[CH2:31][NH2:32])[CH3:23].[C:33](O)(C(F)(F)F)=[O:34]. (3) Given the product [NH2:24][C:23](=[N:25][O:26][C:29](=[CH:28][C:34]([O:36][CH3:37])=[O:35])[C:30]([O:32][CH3:33])=[O:31])[C:8]1([NH:7][C:6]([O:5][C:1]([CH3:2])([CH3:3])[CH3:4])=[O:27])[CH2:9][CH2:10][CH:11]([CH2:14][O:15][Si:16]([C:19]([CH3:20])([CH3:21])[CH3:22])([CH3:17])[CH3:18])[CH2:12][CH2:13]1, predict the reactants needed to synthesize it. The reactants are: [C:1]([O:5][C:6](=[O:27])[NH:7][C:8]1([C:23](=[N:25][OH:26])[NH2:24])[CH2:13][CH2:12][CH:11]([CH2:14][O:15][Si:16]([C:19]([CH3:22])([CH3:21])[CH3:20])([CH3:18])[CH3:17])[CH2:10][CH2:9]1)([CH3:4])([CH3:3])[CH3:2].[C:28]([C:34]([O:36][CH3:37])=[O:35])#[C:29][C:30]([O:32][CH3:33])=[O:31]. (4) Given the product [Br:8][C:12]1[CH:13]=[C:14]([C:16]([O:18][CH3:19])=[O:17])[S:15][C:11]=1[O:10][CH3:9], predict the reactants needed to synthesize it. The reactants are: C1C(=O)N([Br:8])C(=O)C1.[CH3:9][O:10][C:11]1[S:15][C:14]([C:16]([O:18][CH3:19])=[O:17])=[CH:13][CH:12]=1. (5) Given the product [N+:1]([C:4]1[CH:5]=[CH:6][C:7]([CH2:8][O:9][C:10]([CH:12]2[N:16]3[C:17](=[O:21])[CH:18]([Br:19])[C@H:15]3[S:14](=[O:22])[C:13]2([CH3:23])[CH3:24])=[O:11])=[CH:25][CH:26]=1)([O-:3])=[O:2], predict the reactants needed to synthesize it. The reactants are: [N+:1]([C:4]1[CH:26]=[CH:25][C:7]([CH2:8][O:9][C:10]([CH:12]2[N:16]3[C:17](=[O:21])[C:18](Br)([Br:19])[C@H:15]3[S:14](=[O:22])[C:13]2([CH3:24])[CH3:23])=[O:11])=[CH:6][CH:5]=1)([O-:3])=[O:2].C1(C(OC(C2N3C(=O)C(Br)(Br)[C@H]3S(=O)C2(C)C)=O)C2C=CC=CC=2)C=CC=CC=1.[Cl-].[NH4+].[Bi](Cl)(Cl)Cl.[Al].